This data is from Forward reaction prediction with 1.9M reactions from USPTO patents (1976-2016). The task is: Predict the product of the given reaction. Given the reactants C(OC([N:8]1[CH2:13][CH2:12][N:11]([CH2:14][C:15]2[CH:20]=[C:19]([C:21]3[CH:26]=[CH:25][C:24]([OH:27])=[CH:23][C:22]=3[F:28])[N:18]=[C:17]3[N:29](C4CCCCO4)[N:30]=[C:31]([CH3:32])[C:16]=23)[CH2:10][C:9]1([CH3:40])[CH3:39])=O)(C)(C)C.Cl, predict the reaction product. The product is: [CH3:39][C:9]1([CH3:40])[NH:8][CH2:13][CH2:12][N:11]([CH2:14][C:15]2[CH:20]=[C:19]([C:21]3[CH:26]=[CH:25][C:24]([OH:27])=[CH:23][C:22]=3[F:28])[N:18]=[C:17]3[NH:29][N:30]=[C:31]([CH3:32])[C:16]=23)[CH2:10]1.